This data is from Reaction yield outcomes from USPTO patents with 853,638 reactions. The task is: Predict the reaction yield, written as a fraction of the theoretical maximum amount of product (1.0 means a 100% yield; for example, 0.34 means a 34% yield). (1) The reactants are [Br:1][C:2]1[CH:9]=[C:8](F)[C:5]([CH:6]=O)=[C:4]([F:11])[CH:3]=1.[CH3:12][O:13][C:14](=[O:17])[CH2:15][SH:16]. The catalyst is C(#N)C. The product is [CH3:12][O:13][C:14]([C:15]1[S:16][C:8]2[CH:9]=[C:2]([Br:1])[CH:3]=[C:4]([F:11])[C:5]=2[CH:6]=1)=[O:17]. The yield is 0.640. (2) The reactants are I[C:2]1[CH:3]=[C:4]([CH2:8][CH2:9][N:10]2[CH2:15][CH2:14][N:13]([C:16]3[CH:25]=[CH:24][CH:23]=[C:22]4[C:17]=3[CH:18]=[CH:19][C:20]([CH3:26])=[N:21]4)[CH2:12][CH2:11]2)[CH:5]=[CH:6][CH:7]=1.[NH:27]1[CH:31]2[CH2:32][CH2:33][CH2:34][CH2:35][CH:30]2[NH:29][C:28]1=[O:36]. No catalyst specified. The product is [CH3:26][C:20]1[CH:19]=[CH:18][C:17]2[C:22](=[CH:23][CH:24]=[CH:25][C:16]=2[N:13]2[CH2:14][CH2:15][N:10]([CH2:9][CH2:8][C:4]3[CH:3]=[C:2]([N:27]4[CH:31]5[CH2:32][CH2:33][CH2:34][CH2:35][CH:30]5[NH:29][C:28]4=[O:36])[CH:7]=[CH:6][CH:5]=3)[CH2:11][CH2:12]2)[N:21]=1. The yield is 1.00. (3) The reactants are [OH:1][CH2:2][CH2:3][O:4][CH2:5][CH2:6][NH:7][C:8]([C:10]1[CH:11]=[C:12]([CH:16]=[CH:17][CH:18]=1)[C:13]([OH:15])=O)=[O:9].CN(C(ON1N=NC2C=CC=NC1=2)=[N+](C)C)C.F[P-](F)(F)(F)(F)F.C(N(CC)C(C)C)(C)C.[NH2:52][C:53]1[CH:75]=[CH:74][C:73]([N:76]2[CH2:81][CH2:80][CH2:79][CH2:78][CH2:77]2)=[CH:72][C:54]=1[C:55]([NH:57][C:58]1[CH:63]=[N:62][C:61]([C:64]2[CH:69]=[CH:68][C:67]([CH3:70])=[C:66]([CH3:71])[CH:65]=2)=[CH:60][N:59]=1)=[O:56]. The catalyst is CN(C)C=O. The product is [CH3:71][C:66]1[CH:65]=[C:64]([C:61]2[N:62]=[CH:63][C:58]([NH:57][C:55]([C:54]3[CH:72]=[C:73]([N:76]4[CH2:81][CH2:80][CH2:79][CH2:78][CH2:77]4)[CH:74]=[CH:75][C:53]=3[NH:52][C:13](=[O:15])[C:12]3[CH:16]=[CH:17][CH:18]=[C:10]([C:8]([NH:7][CH2:6][CH2:5][O:4][CH2:3][CH2:2][OH:1])=[O:9])[CH:11]=3)=[O:56])=[N:59][CH:60]=2)[CH:69]=[CH:68][C:67]=1[CH3:70]. The yield is 0.280. (4) The reactants are [Cl:1][C:2]1[CH:28]=[CH:27][C:5]([CH2:6][N:7]2[C:15]([C:16]3[CH:17]=[C:18]([OH:22])[CH:19]=[CH:20][CH:21]=3)=[C:14]3[C:9]([C:10]([C:23]([F:26])([F:25])[F:24])=[CH:11][CH:12]=[CH:13]3)=[N:8]2)=[C:4]([F:29])[CH:3]=1.C[O:31][C:32](=[O:41])[CH:33](Br)[C:34]1[CH:39]=[CH:38][CH:37]=[CH:36][CH:35]=1.C(=O)([O-])[O-].[Cs+].[Cs+].[Li+].[OH-]. The catalyst is ClCCl.C1COCC1.O. The product is [Cl:1][C:2]1[CH:28]=[CH:27][C:5]([CH2:6][N:7]2[C:15]([C:16]3[CH:17]=[C:18]([CH:19]=[CH:20][CH:21]=3)[O:22][CH:33]([C:34]3[CH:39]=[CH:38][CH:37]=[CH:36][CH:35]=3)[C:32]([OH:41])=[O:31])=[C:14]3[C:9]([C:10]([C:23]([F:25])([F:26])[F:24])=[CH:11][CH:12]=[CH:13]3)=[N:8]2)=[C:4]([F:29])[CH:3]=1. The yield is 0.550. (5) The reactants are [F:1][C:2]1[CH:28]=[C:27]([F:29])[CH:26]=[CH:25][C:3]=1[CH2:4][O:5][C:6]1[N:7]=[CH:8][N:9]([C:15]2[CH:16]=[C:17]([CH:21]=[CH:22][C:23]=2[CH3:24])[C:18]([OH:20])=O)[C:10](=[O:14])[C:11]=1[CH2:12][CH3:13].CN1CCOCC1.ClC(OCC(C)C)=O.[NH2:45][C@H:46]([CH3:49])[CH2:47][OH:48]. The catalyst is CC(N(C)C)=O.CN(C1C=CN=CC=1)C. The product is [F:1][C:2]1[CH:28]=[C:27]([F:29])[CH:26]=[CH:25][C:3]=1[CH2:4][O:5][C:6]1[N:7]=[CH:8][N:9]([C:15]2[CH:16]=[C:17]([CH:21]=[CH:22][C:23]=2[CH3:24])[C:18]([NH:45][C@H:46]([CH3:49])[CH2:47][OH:48])=[O:20])[C:10](=[O:14])[C:11]=1[CH2:12][CH3:13]. The yield is 0.700. (6) The reactants are [F:1][C:2]1[CH:25]=[C:24]([F:26])[CH:23]=[C:22]([F:27])[C:3]=1[C:4]([NH:6][C:7]1[CH:12]=[CH:11][CH:10]=[C:9]([C:13]([CH:15]2[CH2:20][CH2:19][N:18]([CH3:21])[CH2:17][CH2:16]2)=[O:14])[N:8]=1)=[O:5].C(OCC)C.[ClH:33]. The catalyst is C(O)(C)C. The product is [ClH:33].[F:27][C:22]1[CH:23]=[C:24]([F:26])[CH:25]=[C:2]([F:1])[C:3]=1[C:4]([NH:6][C:7]1[CH:12]=[CH:11][CH:10]=[C:9]([C:13]([CH:15]2[CH2:20][CH2:19][N:18]([CH3:21])[CH2:17][CH2:16]2)=[O:14])[N:8]=1)=[O:5]. The yield is 0.930. (7) The product is [CH2:25]([O:27][C:28](=[O:32])[C:29]([NH:17][C:3]1[C:2]([F:1])=[CH:7][N:6]=[C:5]([O:8][CH2:9][C:10]2[CH:11]=[CH:12][C:13]([F:16])=[CH:14][CH:15]=2)[N:4]=1)=[O:30])[CH3:26]. The catalyst is C(Cl)Cl. The reactants are [F:1][C:2]1[C:3]([NH2:17])=[N:4][C:5]([O:8][CH2:9][C:10]2[CH:15]=[CH:14][C:13]([F:16])=[CH:12][CH:11]=2)=[N:6][CH:7]=1.CN1CCOCC1.[CH2:25]([O:27][C:28](=[O:32])[C:29](Cl)=[O:30])[CH3:26]. The yield is 0.500.